This data is from Full USPTO retrosynthesis dataset with 1.9M reactions from patents (1976-2016). The task is: Predict the reactants needed to synthesize the given product. (1) Given the product [CH:53]1([CH2:48][N:6]2[CH2:11][CH2:10][CH:9]([O:12][C:13]3[CH:18]=[CH:17][C:16]([NH:19][C:20]([N:22]4[CH2:30][C:29]5[CH:28]=[CH:27][N:26]=[CH:25][C:24]=5[CH2:23]4)=[O:21])=[CH:15][CH:14]=3)[CH2:8][CH2:7]2)[CH2:52][CH2:51][CH2:50][CH2:54]1, predict the reactants needed to synthesize it. The reactants are: C(=O)C(C)C.[NH:6]1[CH2:11][CH2:10][CH:9]([O:12][C:13]2[CH:18]=[CH:17][C:16]([NH:19][C:20]([N:22]3[CH2:30][C:29]4[CH:28]=[CH:27][N:26]=[CH:25][C:24]=4[CH2:23]3)=[O:21])=[CH:15][CH:14]=2)[CH2:8][CH2:7]1.N1CC=[C:54]([C:53]2[CH:48]=C[C:50](NC(N3[CH2:54][C:53]4[C:48](=C[CH:50]=[CH:51][CH:52]=4)C3)=O)=[CH:51][CH:52]=2)CC1. (2) Given the product [OH:3][C@H:4]1[CH2:8][N:7]([C:9]([O:11][C:12]([CH3:13])([CH3:14])[CH3:15])=[O:10])[C@@H:6]([CH2:16][OH:17])[CH2:5]1, predict the reactants needed to synthesize it. The reactants are: [Li+].[BH4-].[OH:3][C@H:4]1[CH2:8][N:7]([C:9]([O:11][C:12]([CH3:15])([CH3:14])[CH3:13])=[O:10])[C@@H:6]([C:16](OC)=[O:17])[CH2:5]1. (3) Given the product [Cl:24][C:19]1[CH:20]=[CH:21][CH:22]=[CH:23][C:18]=1[C@@H:13]([NH:12][C:10]([C:4]1[CH:5]=[N:6][C:7]([O:8][CH3:9])=[C:2]([C:18]2[CH:23]=[CH:22][CH:21]=[CH:20][CH:19]=2)[CH:3]=1)=[O:11])[CH2:14][C:15]([OH:17])=[O:16], predict the reactants needed to synthesize it. The reactants are: Cl[C:2]1[CH:3]=[C:4]([C:10]([NH:12][C@H:13]([C:18]2[CH:23]=[CH:22][CH:21]=[CH:20][C:19]=2[Cl:24])[CH2:14][C:15]([OH:17])=[O:16])=[O:11])[CH:5]=[N:6][C:7]=1[O:8][CH3:9].O.